Dataset: Reaction yield outcomes from USPTO patents with 853,638 reactions. Task: Predict the reaction yield, written as a fraction of the theoretical maximum amount of product (1.0 means a 100% yield; for example, 0.34 means a 34% yield). (1) The reactants are C([Li])CCC.Br[C:7]1[CH:8]=[C:9]([CH:19]=[CH:20][CH:21]=1)[CH2:10][N:11]1[CH2:16][CH2:15][C:14]([F:18])([F:17])[CH2:13][CH2:12]1.[N:22]([C:31]([O:33][C:34]([CH3:37])([CH3:36])[CH3:35])=[O:32])=[N:23][C:24]([O:26][C:27]([CH3:30])([CH3:29])[CH3:28])=[O:25]. The catalyst is C1COCC1. The product is [F:17][C:14]1([F:18])[CH2:15][CH2:16][N:11]([CH2:10][C:9]2[CH:8]=[C:7]([N:22]([C:31]([O:33][C:34]([CH3:37])([CH3:36])[CH3:35])=[O:32])[NH:23][C:24]([O:26][C:27]([CH3:28])([CH3:29])[CH3:30])=[O:25])[CH:21]=[CH:20][CH:19]=2)[CH2:12][CH2:13]1. The yield is 0.430. (2) The reactants are Cl.[CH3:2][C:3]1[CH:12]=[C:11]([CH2:13][O:14][C:15]2[CH:20]=[CH:19][C:18]([S:21]([NH:24][C@H:25]3[CH2:29][NH:28][CH2:27][C@H:26]3[C:30]([O:32][C:33]([CH3:36])([CH3:35])[CH3:34])=[O:31])(=[O:23])=[O:22])=[CH:17][CH:16]=2)[C:10]2[C:5](=[CH:6][CH:7]=[CH:8][CH:9]=2)[N:4]=1.[C:37](Cl)(=[O:39])[CH3:38]. No catalyst specified. The product is [C:37]([N:28]1[CH2:29][C@H:25]([NH:24][S:21]([C:18]2[CH:19]=[CH:20][C:15]([O:14][CH2:13][C:11]3[C:10]4[C:5](=[CH:6][CH:7]=[CH:8][CH:9]=4)[N:4]=[C:3]([CH3:2])[CH:12]=3)=[CH:16][CH:17]=2)(=[O:23])=[O:22])[C@H:26]([C:30]([O:32][C:33]([CH3:36])([CH3:35])[CH3:34])=[O:31])[CH2:27]1)(=[O:39])[CH3:38]. The yield is 0.390. (3) The reactants are Br[C:2]1[CH:7]=[CH:6][C:5]2[C:8]3([CH2:23][O:24][C:4]=2[CH:3]=1)[C:16]1[C:11](=[CH:12][CH:13]=[CH:14][CH:15]=1)[N:10]([CH2:17][CH2:18][CH2:19][CH2:20][CH3:21])[C:9]3=[O:22]. The catalyst is CO.C(OCC)(=O)C.[Pd]. The product is [CH2:17]([N:10]1[C:11]2[C:16](=[CH:15][CH:14]=[CH:13][CH:12]=2)[C:8]2([C:5]3[CH:6]=[CH:7][CH:2]=[CH:3][C:4]=3[O:24][CH2:23]2)[C:9]1=[O:22])[CH2:18][CH2:19][CH2:20][CH3:21]. The yield is 0.970. (4) The reactants are Cl.N1CCC1.Cl.CN(C)CCCN=C=NCC.[OH:18]N1C2C=CC=CC=2N=N1.[CH2:28]([N:30]([CH2:33][CH3:34])[CH2:31][CH3:32])C.[CH2:35]([O:42][C:43]1([CH:51]=[CH:50]C=[CH:48][CH2:47]1)C([O-])=O)[C:36]1[CH:41]=[CH:40][CH:39]=[CH:38][CH:37]=1. The catalyst is O.CN(C)C=O. The product is [CH2:35]([O:42][C:43]1[CH:47]=[CH:48][C:34]([C:33]([N:30]2[CH2:28][CH2:32][CH2:31]2)=[O:18])=[CH:50][CH:51]=1)[C:36]1[CH:41]=[CH:40][CH:39]=[CH:38][CH:37]=1. The yield is 0.790. (5) The reactants are [Si:1]([O:8][C@@H:9]1[C@@:28]2([CH3:29])[C:13](=[CH:14][CH:15]=[C:16]3[C@@H:27]2[CH2:26][CH2:25][C@@:24]2([CH3:30])[C@H:17]3[CH2:18][CH:19]=[C:20]2[C@H:21]([OH:23])[CH3:22])[CH2:12][C@@H:11]([O:31][Si:32]([C:35]([CH3:38])([CH3:37])[CH3:36])([CH3:34])[CH3:33])[CH2:10]1)([C:4]([CH3:7])([CH3:6])[CH3:5])([CH3:3])[CH3:2].[CH3:39][N:40]([CH3:45])[C:41](=[O:44])[CH:42]=[CH2:43].[H-].[Na+]. The catalyst is O1CCCC1. The product is [Si:1]([O:8][C@@H:9]1[C@@:28]2([CH3:29])[C:13](=[CH:14][CH:15]=[C:16]3[C@@H:27]2[CH2:26][CH2:25][C@@:24]2([CH3:30])[C@H:17]3[CH2:18][CH:19]=[C:20]2[C@H:21]([O:23][CH2:43][CH2:42][C:41]([N:40]([CH3:45])[CH3:39])=[O:44])[CH3:22])[CH2:12][C@@H:11]([O:31][Si:32]([C:35]([CH3:37])([CH3:36])[CH3:38])([CH3:33])[CH3:34])[CH2:10]1)([C:4]([CH3:7])([CH3:6])[CH3:5])([CH3:3])[CH3:2]. The yield is 0.939. (6) The reactants are C(O[C:4](=[O:35])[CH2:5][CH2:6][N:7]1[CH2:11][C:10]2[CH:12]=[C:13]([C:16]3[C:24]4[C:19](=[CH:20][C:21]([F:25])=[CH:22][CH:23]=4)[N:18](C(OC(C)(C)C)=O)[CH:17]=3)[CH:14]=[CH:15][C:9]=2[S:8]1(=[O:34])=[O:33])C.[CH3:36][NH2:37].CCO. No catalyst specified. The product is [F:25][C:21]1[CH:20]=[C:19]2[C:24]([C:16]([C:13]3[CH:14]=[CH:15][C:9]4[S:8](=[O:33])(=[O:34])[N:7]([CH2:6][CH2:5][C:4]([NH:37][CH3:36])=[O:35])[CH2:11][C:10]=4[CH:12]=3)=[CH:17][NH:18]2)=[CH:23][CH:22]=1. The yield is 0.340. (7) The reactants are [CH3:1][C:2]1[CH:7]=[C:6]([CH3:8])[N:5]2[N:9]=[C:10]([SH:12])[N:11]=[C:4]2[N:3]=1.[Br:13][CH2:14][CH2:15][O:16][C:17]1[CH:22]=[CH:21][C:20]([CH2:23][CH3:24])=[CH:19][CH:18]=1.ClC1C=CC(OCCBr)=CC=1F.C(C1C=CC(O)=CC=1)C.BrCCBr. No catalyst specified. The product is [CH2:23]([C:20]1[CH:21]=[CH:22][C:17]([O:16][CH2:15][CH2:14][S:12][C:10]2[N:11]=[C:4]3[N:3]=[C:2]([CH3:1])[CH:7]=[C:6]([CH3:8])[N:5]3[N:9]=2)=[CH:18][CH:19]=1)[CH3:24].[Br:13][CH2:14][CH2:15][O:16][C:17]1[CH:22]=[CH:21][C:20]([CH2:23][CH3:24])=[CH:19][CH:18]=1. The yield is 0.510.